Dataset: Forward reaction prediction with 1.9M reactions from USPTO patents (1976-2016). Task: Predict the product of the given reaction. (1) Given the reactants [CH3:1][O:2][C:3](=[O:12])[C:4]1[CH:9]=[CH:8][C:7](I)=[C:6]([OH:11])[CH:5]=1.[CH3:13][Si:14]([C:17]#[CH:18])([CH3:16])[CH3:15], predict the reaction product. The product is: [OH:11][C:6]1[CH:5]=[C:4]([CH:9]=[CH:8][C:7]=1[C:18]#[C:17][Si:14]([CH3:16])([CH3:15])[CH3:13])[C:3]([O:2][CH3:1])=[O:12]. (2) Given the reactants [N:1]1[CH:6]=[C:5]([C:7]2([OH:17])[CH2:16][CH2:15][C:10]3(OCC[O:11]3)[CH2:9][CH2:8]2)[CH:4]=[N:3][CH:2]=1.C([O-])([O-])=O.[Na+].[Na+], predict the reaction product. The product is: [OH:17][C:7]1([C:5]2[CH:4]=[N:3][CH:2]=[N:1][CH:6]=2)[CH2:16][CH2:15][C:10](=[O:11])[CH2:9][CH2:8]1.